Dataset: Aqueous solubility values for 9,982 compounds from the AqSolDB database. Task: Regression/Classification. Given a drug SMILES string, predict its absorption, distribution, metabolism, or excretion properties. Task type varies by dataset: regression for continuous measurements (e.g., permeability, clearance, half-life) or binary classification for categorical outcomes (e.g., BBB penetration, CYP inhibition). For this dataset (solubility_aqsoldb), we predict Y. (1) The drug is O=C(O)C=Cc1ccc2c(c1)OCO2. The Y is -3.19 log mol/L. (2) The drug is CC(C)CCCCCC(=O)NCCCCCC(=O)O. The Y is -2.77 log mol/L.